Dataset: Drug-target binding data from BindingDB using Kd measurements. Task: Regression. Given a target protein amino acid sequence and a drug SMILES string, predict the binding affinity score between them. We predict pKd (pKd = -log10(Kd in M); higher means stronger binding). Dataset: bindingdb_kd. (1) The small molecule is CO[C@]12CC[C@@]3(C[C@@H]1C(C)(C)O)[C@H]1Cc4ccc(O)c5c4[C@@]3(CCN1CC1CC1)[C@H]2O5. The target protein sequence is MDSPIQIFRGEPGPTCAPSACLPPNSSAWFPGWAEPDSNGSAGSEDAQLEPAHISPAIPVIITAVYSVVFVVGLVGNSLVMFVIIRYTKMKTATNIYIFNLALADALVTTTMPFQSTVYLMNSWPFGDVLCKIVISIDYYNMFTSIFTLTMMSVDRYIAVCHPVKALDFRTPLKAKIINICIWLLSSSVGISAIVLGGTKVREDVDVIECSAQFPDDDYSWWDLFMKICVFIFAFVIPVLIIIVCYTLMILRLKSVRLLSGSREKDRNLRRITRLVLVVVAVFVVCWTPIHIFILVEALGSTSHSTAALSSYYFCIALGYTNSSLNPILYAFLDENFKRCFRDFCFPLKMRMERQSTSRVRNTVQDPAYLRDIDGMNKPV. The pKd is 8.8. (2) The compound is Oc1ccc(-c2n[nH]c(NCc3c[nH]cn3)c2-c2ccc(O)cc2)cc1. The target protein sequence is MTIAKDANTFFGAESVQDPYPLYERMRAAGSVHRIANSDFYAVCGWDAVNEAIGRPEDFSSNLTATMTYTAEGTAKPFEMDPLGGPTHVLATADDPAHAVHRKLVLRHLAAKRIRVMEQFTVQAADRLWVDGMQDGCIEWMGAMANRLPMMVVAELIGLPDPDIAQLVKWGYAATQLLEGLVENDQLVAAGVALMELSGYIFEQFDRAAADPRDNLLGELATACASGELDTLTAQVMMVTLFAAGGESTAALLGSAVWILATRPDIQQQVRANPELLGAFIEETLRYEPPFRGHYRHVRNATTLDGTELPADSHLLLLWGAANRDPAQFEAPGEFRLDRAGGKGHISFGKGAHFCVGAALARLEARIVLRLLLDRTSVIEAADVGGWLPSILVRRIERLELAVQ. The pKd is 3.7. (3) The compound is N[C@@H](CCC(=O)N[C@@H](CS)C(=O)NCC(=O)O)C(=O)O. The target protein sequence is MKLNTKFSLLATTLLVSTVAQAADKTFINCVSRSPTGFSPALVMDGISYNASSQQVYNRLVEFKRGSTDIEPALAESWTVSDDGLTYTFNLRKGVKFHSNKEFTPSRDFNADDVVFSFQRQLDPNHPYHNVSKATYPYFKAMKFPTLLKSVEKVDDHTVKITLNRQDATFLASLGMDFISIYSAEYADKMLAAGKPETIDTTPIGTGPFVFAGYQVDQKSRYLAHKEYWKGKADIDRLIFEIVPDATARYAKLQAGACDLIDFPNAADLEKMKTDPKVNLLSQEGLNIAYIAFNTEKAPFDNVKVRQALNYAVDKNAIIDAVYRGAGVAAKNPLPPTIWGYNNEITGYEYNPKKAKQLLKEAGFENGFETDIWVQPVVRASNPNPRRMAELVQSDWEKVGVKSKLVSYEWGDYIKRTKAGELTAGTYGWSGDNGDPDNFLSPLFGSENVGNSNYARFKNPELDALLHKAVGLSDKAERAKIYEQAQVLLKEQAPWINVAH.... The pKd is 5.7. (4) The target protein (P51682) has sequence MDFQGSVPTYSYDIDYGMSAPCQKINVKQIAAQLLPPLYSLVFIFGFVGNMMVFLILISCKKLKSVTDIYLLNLAISDLLFLLTLPFWAHYAANEWVFGNIMCKVFTGLYHIGYFGGIFFIILLTIDRYLAIVHAVFALKVRTVNFGVITSVVTWAVAVFASLPEIIFTRSQKEGFHYTCSPHFPHTQYHFWKSFQTLKMVILSLILPLLVMVICYSGILHTLFRCRNEKKRHRAVRLIFAIMIVYFLFWTPYNIVLLLTTFQEFFGLNNCSSSNRLDQAMQATETLGMTHCCLNPVIYAFVGEKFRSYLSVFFRKHMVKRFCKRCSIFQQDNPDRASSVYTRSTGEHEVSTGL. The pKd is 8.0. The compound is C=CCN1CC[C@]23c4c5ccc(O)c4O[C@H]2C(=O)CC[C@@]3(O)[C@H]1C5. (5) The small molecule is Cc1c(C(=O)NN2CCCCC2)nn(-c2ccc(Cl)cc2Cl)c1-c1ccc(Cl)cc1. The target protein sequence is MKSILDGLADTTFRTITTDLLYVGSNDIQYEDIKGDMASKLGYFPQKFPLTSFRGSPFQEKMTAGDNPQLVPADQVNITEFYNKSLSSFKENEENIQCGENFMDIECFMVLNPSQQLAIAVLSLTLGTFTVLENLLVLCVILHSRSLRCRPSYHFIGSLAVADLLGSVIFVYSFIDFHVFHRKDSRNVFLFKLGGVTASFTASVGSLFLTAIDRYISAHRPLAYKRIVTRPKAVVAFCLMWTIAIVIAVLPLLGWNCEKLQSVCSDIFPHIDETYLMFWIGVTSVLLLFIVYAYMYILWKAHSHAVRMIQRGTQKSIIIHTSEDGKVQVTRPDQARMDIRLAKTLVLILVVLIICWGPLLAIMVYDVFGKMNKLIKTVFAFCSMLCLLNSTVNPIIYALRSKDLRHAFRSMFPSCEGTAQPLDNSMGDSDCLHKHANNAASVHRAAESCIKSTVKIAKVTMSVSTDTSAEAL. The pKd is 8.6. (6) The drug is C[C@@H]1NC(=O)[C@H](CCCNC(=N)N)NC(=O)[C@H](Cc2ccc3ccccc3c2)NC(=O)[C@H]2CCCCN2C(=O)[C@@H]([C@H](C)O)NC(=O)[C@H](Cc2ccc(F)cc2)NC(=O)[C@@H](Cc2ccc(F)cc2)NC(=O)c2cc3cc(c2)C(=O)NC[C@H](NC(=O)[C@@H](C)NC1=O)C(=O)N[C@@H](Cc1ccccc1)C(=O)N[C@@H](Cc1ccc2ccccc2c1)C(=O)N[C@@H](CCCNC(=N)N)C(=O)N[C@@H](CCCNC(=N)N)C(=O)N[C@@H](CCCNC(=N)N)C(=O)N[C@@H](CCCNC(=N)N)C(=O)N[C@H](C(=O)N[C@@H](CCCCN)C(=O)O)CNC3=O. The target protein (P02769) has sequence MKWVTFISLLLLFSSAYSRGVFRRDTHKSEIAHRFKDLGEEHFKGLVLIAFSQYLQQCPFDEHVKLVNELTEFAKTCVADESHAGCEKSLHTLFGDELCKVASLRETYGDMADCCEKQEPERNECFLSHKDDSPDLPKLKPDPNTLCDEFKADEKKFWGKYLYEIARRHPYFYAPELLYYANKYNGVFQECCQAEDKGACLLPKIETMREKVLASSARQRLRCASIQKFGERALKAWSVARLSQKFPKAEFVEVTKLVTDLTKVHKECCHGDLLECADDRADLAKYICDNQDTISSKLKECCDKPLLEKSHCIAEVEKDAIPENLPPLTADFAEDKDVCKNYQEAKDAFLGSFLYEYSRRHPEYAVSVLLRLAKEYEATLEECCAKDDPHACYSTVFDKLKHLVDEPQNLIKQNCDQFEKLGEYGFQNALIVRYTRKVPQVSTPTLVEVSRSLGKVGTRCCTKPESERMPCTEDYLSLILNRLCVLHEKTPVSEKVTKCC.... The pKd is 8.7. (7) The small molecule is Cc1cc(Nc2cc(N3CCN(C)CC3)nc(Sc3ccc(NC(=O)C4CC4)cc3)n2)[nH]n1. The target protein (O15264) has sequence MSLIRKKGFYKQDVNKTAWELPKTYVSPTHVGSGAYGSVCSAIDKRSGEKVAIKKLSRPFQSEIFAKRAYRELLLLKHMQHENVIGLLDVFTPASSLRNFYDFYLVMPFMQTDLQKIMGMEFSEEKIQYLVYQMLKGLKYIHSAGVVHRDLKPGNLAVNEDCELKILDFGLARHADAEMTGYVVTRWYRAPEVILSWMHYNQTVDIWSVGCIMAEMLTGKTLFKGKDYLDQLTQILKVTGVPGTEFVQKLNDKAAKSYIQSLPQTPRKDFTQLFPRASPQAADLLEKMLELDVDKRLTAAQALTHPFFEPFRDPEEETEAQQPFDDSLEHEKLTVDEWKQHIYKEIVNFSPIARKDSRRRSGMKL. The pKd is 5.0. (8) The drug is C[C@@H]1CCN(C(=O)CC#N)C[C@@H]1N(C)c1ncnc2[nH]ccc12. The target protein (P29322) has sequence MAPARGRLPPALWVVTAAAAAATCVSAARGEVNLLDTSTIHGDWGWLTYPAHGWDSINEVDESFQPIHTYQVCNVMSPNQNNWLRTSWVPRDGARRVYAEIKFTLRDCNSMPGVLGTCKETFNLYYLESDRDLGASTQESQFLKIDTIAADESFTGADLGVRRLKLNTEVRSVGPLSKRGFYLAFQDIGACLAILSLRIYYKKCPAMVRNLAAFSEAVTGADSSSLVEVRGQCVRHSEERDTPKMYCSAEGEWLVPIGKCVCSAGYEERRDACVACELGFYKSAPGDQLCARCPPHSHSAAPAAQACHCDLSYYRAALDPPSSACTRPPSAPVNLISSVNGTSVTLEWAPPLDPGGRSDITYNAVCRRCPWALSRCEACGSGTRFVPQQTSLVQASLLVANLLAHMNYSFWIEAVNGVSDLSPEPRRAAVVNITTNQAAPSQVVVIRQERAGQTSVSLLWQEPEQPNGIILEYEIKYYEKDKEMQSYSTLKAVTTRATVS.... The pKd is 5.0. (9) The drug is CO[C@@H]1O[C@H](CO)[C@H](O)[C@H](OC(=O)c2ccc(C)cc2)[C@@H]1OC(=O)c1ccc(C)cc1. The target protein (P05162) has sequence MTGELEVKNMDMKPGSTLKITGSIADGTDGFVINLGQGTDKLNLHFNPRFSESTIVCNSLDGSNWGQEQREDHLCFSPGSEVKFTVTFESDKFKVKLPDGHELTFPNRLGHSHLSYLSVRGGFNMSSFKLKE. The pKd is 2.4. (10) The small molecule is CC(C)C[C@H](NC(=O)[C@H](Cc1c[nH]c2ccccc12)NC(=O)CNC(=O)[C@H](CCCN=C(N)N)NC(=O)[C@H](CO)NC(=O)[C@H](CCCN=C(N)N)NC(=O)[C@H](Cc1ccccc1)NC(=O)[C@@H](NC(=O)[C@H](CO)NC(=O)[C@H](CC(=O)O)NC(=O)[C@@H]1CCCN1C(=O)[C@@H]1CCCN1C(=O)[C@H](CCCN=C(N)N)NC(=O)CN)C(C)C)C(=O)N[C@@H](CO)C(=O)O. The target protein (P03452) has sequence MKANLLVLLCALAAADADTICIGYHANNSTDTVDTVLEKNVTVTHSVNLLEDSHNGKLCRLKGIAPLQLGKCNIAGWLLGNPECDPLLPVRSWSYIVETPNSENGICYPGDFIDYEELREQLSSVSSFERFEIFPKESSWPNHNTNGVTAACSHEGKSSFYRNLLWLTEKEGSYPKLKNSYVNKKGKEVLVLWGIHHPPNSKEQQNLYQNENAYVSVVTSNYNRRFTPEIAERPKVRDQAGRMNYYWTLLKPGDTIIFEANGNLIAPMYAFALSRGFGSGIITSNASMHECNTKCQTPLGAINSSLPYQNIHPVTIGECPKYVRSAKLRMVTGLRNIPSIQSRGLFGAIAGFIEGGWTGMIDGWYGYHHQNEQGSGYAADQKSTQNAINGITNKVNTVIEKMNIQFTAVGKEFNKLEKRMENLNKKVDDGFLDIWTYNAELLVLLENERTLDFHDSNVKNLYEKVKSQLKNNAKEIGNGCFEFYHKCDNECMESVRNGTY.... The pKd is 8.0.